Dataset: Reaction yield outcomes from USPTO patents with 853,638 reactions. Task: Predict the reaction yield, written as a fraction of the theoretical maximum amount of product (1.0 means a 100% yield; for example, 0.34 means a 34% yield). (1) The catalyst is CCOC(C)=O. The yield is 0.470. The product is [NH2:1][C:2]1[CH:9]=[C:8]([Cl:10])[C:7]([Cl:11])=[CH:6][C:3]=1[C:4]#[N:5]. The reactants are [NH2:1][C:2]1[CH:9]=[C:8]([Cl:10])[CH:7]=[CH:6][C:3]=1[C:4]#[N:5].[Cl:11]N1C(=O)CCC1=O.CN(C=O)C. (2) The reactants are [Cl:1][C:2]1[N:7]2[N:8]=[C:9]([C:27]3[CH:32]=[CH:31][C:30]([F:33])=[CH:29][CH:28]=3)[C:10]([C:11]3[N:16]=[C:15]([NH:17][CH:18]4[CH2:22][CH2:21][CH2:20][CH2:19]4)[N:14]=[C:13]([C:23]([O:25]C)=O)[CH:12]=3)=[C:6]2[CH:5]=[CH:4][CH:3]=1. The catalyst is C1(N)CCCC1. The product is [Cl:1][C:2]1[N:7]2[N:8]=[C:9]([C:27]3[CH:32]=[CH:31][C:30]([F:33])=[CH:29][CH:28]=3)[C:10]([C:11]3[N:16]=[C:15]([NH:17][CH:18]4[CH2:19][CH2:20][CH2:21][CH2:22]4)[N:14]=[C:13]([C:23]([NH:17][CH:18]4[CH2:22][CH2:21][CH2:20][CH2:19]4)=[O:25])[CH:12]=3)=[C:6]2[CH:5]=[CH:4][CH:3]=1. The yield is 0.700. (3) The reactants are [NH2:1][C:2]1[NH:7][C:6](=[O:8])[C:5]([CH3:9])=[C:4]([C:10]2[O:11][CH:12]=[CH:13][CH:14]=2)[N:3]=1.C(C1C=CC=C(C(C)(C)C)N=1)(C)(C)C.[S:29](O[S:29]([C:32]([F:35])([F:34])[F:33])(=[O:31])=[O:30])([C:32]([F:35])([F:34])[F:33])(=[O:31])=[O:30].O. The catalyst is ClCCl. The product is [NH2:1][C:2]1[N:7]=[C:6]([O:8][S:29]([C:32]([F:35])([F:34])[F:33])(=[O:31])=[O:30])[C:5]([CH3:9])=[C:4]([C:10]2[O:11][CH:12]=[CH:13][CH:14]=2)[N:3]=1. The yield is 0.650. (4) The reactants are [ClH:1].CC(C1C=C(C=C(C(C)(C)C)C=1O)C(N[C:12]1[CH:17]=[CH:16][C:15]([NH:18][C:19]([C:21]2[S:22][CH:23]=[CH:24][CH:25]=2)=[NH:20])=[CH:14][CH:13]=1)=O)(C)C.NC1C=CC([C:41]([NH:43][NH:44][C:45]([NH:47][C:48]2[CH:53]=[C:52]([C:54]([CH3:57])([CH3:56])[CH3:55])[C:51]([OH:58])=[C:50]([C:59]([CH3:62])([CH3:61])[CH3:60])[CH:49]=2)=[O:46])=[O:42])=CC=1.CC(C1C=C(C=C(C(C)(C)C)C=1O)C(NC1C=CC(N)=CC=1)=O)(C)C. No catalyst specified. The product is [ClH:1].[CH3:57][C:54]([C:52]1[CH:53]=[C:48]([NH:47][C:45]([NH:44][NH:43][C:41]([C:12]2[CH:17]=[CH:16][C:15]([NH:18][C:19]([C:21]3[S:22][CH:23]=[CH:24][CH:25]=3)=[NH:20])=[CH:14][CH:13]=2)=[O:42])=[O:46])[CH:49]=[C:50]([C:59]([CH3:60])([CH3:61])[CH3:62])[C:51]=1[OH:58])([CH3:55])[CH3:56]. The yield is 0.580. (5) The reactants are CS([C:5]1[N:15]=[C:8]2[N:9]=[C:10]([CH3:14])[CH:11]=[C:12]([CH3:13])[N:7]2[N:6]=1)(=O)=O.[Cl:16][C:17]1[CH:22]=[CH:21][C:20]([S:23][CH2:24][CH2:25][OH:26])=[CH:19][CH:18]=1. No catalyst specified. The product is [Cl:16][C:17]1[CH:18]=[CH:19][C:20]([S:23][CH2:24][CH2:25][O:26][C:5]2[N:15]=[C:8]3[N:9]=[C:10]([CH3:14])[CH:11]=[C:12]([CH3:13])[N:7]3[N:6]=2)=[CH:21][CH:22]=1. The yield is 0.380.